From a dataset of Forward reaction prediction with 1.9M reactions from USPTO patents (1976-2016). Predict the product of the given reaction. (1) The product is: [O:7]1[C:11]2([CH2:16][CH2:15][CH:14]([O:17][C:20]3[CH:25]=[CH:24][N:23]=[CH:22][CH:21]=3)[CH2:13][CH2:12]2)[O:10][CH2:9][CH2:8]1. Given the reactants CC([O-])(C)C.[Na+].[O:7]1[C:11]2([CH2:16][CH2:15][CH:14]([OH:17])[CH2:13][CH2:12]2)[O:10][CH2:9][CH2:8]1.Cl.Cl[C:20]1[CH:25]=[CH:24][N:23]=[CH:22][CH:21]=1.O, predict the reaction product. (2) Given the reactants [C:1]([C:4]1[CH:25]=[CH:24][C:7]([O:8][CH2:9][C:10]2[C:15]([CH3:16])=[CH:14][CH:13]=[CH:12][C:11]=2[N:17]2[C:21](=[O:22])[N:20]([CH3:23])[N:19]=[N:18]2)=[C:6](Br)[CH:5]=1)(=[O:3])[CH3:2].[CH:27]1(B(O)O)[CH2:29][CH2:28]1.[F-].[Cs+], predict the reaction product. The product is: [CH:27]1([C:6]2[CH:5]=[C:4]([C:1](=[O:3])[CH3:2])[CH:25]=[CH:24][C:7]=2[O:8][CH2:9][C:10]2[C:15]([CH3:16])=[CH:14][CH:13]=[CH:12][C:11]=2[N:17]2[C:21](=[O:22])[N:20]([CH3:23])[N:19]=[N:18]2)[CH2:29][CH2:28]1. (3) Given the reactants [CH3:1][NH:2][C:3](=[O:22])[CH:4]=[C:5]([C:12]1[CH:13]=[C:14]2[C:18](=[CH:19][CH:20]=1)[NH:17][C:16]([CH3:21])=[CH:15]2)[C:6]1[CH:11]=[CH:10][CH:9]=[CH:8][CH:7]=1, predict the reaction product. The product is: [CH3:1][NH:2][C:3](=[O:22])[CH2:4][CH:5]([C:12]1[CH:13]=[C:14]2[C:18](=[CH:19][CH:20]=1)[NH:17][C:16]([CH3:21])=[CH:15]2)[C:6]1[CH:7]=[CH:8][CH:9]=[CH:10][CH:11]=1. (4) Given the reactants [CH3:1][CH:2]([O:4][C:5]1[CH:6]=[C:7]([CH:12]=[C:13]([O:15][CH2:16][C:17]2[CH:22]=[CH:21][CH:20]=[CH:19][CH:18]=2)[CH:14]=1)[C:8]([O:10]C)=[O:9])[CH3:3].[OH-].[Na+], predict the reaction product. The product is: [CH3:3][CH:2]([O:4][C:5]1[CH:6]=[C:7]([CH:12]=[C:13]([O:15][CH2:16][C:17]2[CH:18]=[CH:19][CH:20]=[CH:21][CH:22]=2)[CH:14]=1)[C:8]([OH:10])=[O:9])[CH3:1]. (5) Given the reactants C[O:2][C:3]([C@H:5]1[C@@H:10]([O:11][CH2:12][O:13][CH3:14])[CH2:9][CH2:8][N:7]([C:15]([O:17][C:18]([CH3:21])([CH3:20])[CH3:19])=[O:16])[CH2:6]1)=O.[H-].[H-].[H-].[H-].[Li+].[Al+3], predict the reaction product. The product is: [C:18]([O:17][C:15]([N:7]1[CH2:8][CH2:9][C@H:10]([O:11][CH2:12][O:13][CH3:14])[C@H:5]([CH2:3][OH:2])[CH2:6]1)=[O:16])([CH3:21])([CH3:20])[CH3:19]. (6) Given the reactants [Br:1][C:2]1[CH:7]=[CH:6][C:5]([S:8](Cl)(=[O:10])=[O:9])=[C:4]([Cl:12])[CH:3]=1, predict the reaction product. The product is: [Br:1][C:2]1[CH:7]=[CH:6][C:5]([S:8]([C:2]2[CH:7]=[CH:6][CH:5]=[CH:4][CH:3]=2)(=[O:10])=[O:9])=[C:4]([Cl:12])[CH:3]=1. (7) Given the reactants Br.[CH:2]([C:5]1[C:6]([CH2:11][N:12]([CH2:20][C:21]2[C:26]([CH3:27])=[CH:25][CH:24]=[CH:23][N:22]=2)[CH:13]2[CH2:18][CH2:17][CH:16]([NH2:19])[CH2:15][CH2:14]2)=[N:7][CH:8]=[CH:9][CH:10]=1)([CH3:4])[CH3:3].[C:28]([N:35]1C=CN=C1)(N1C=CN=C1)=[O:29].N[OH:41].Cl.CCN(C(C)C)C(C)C, predict the reaction product. The product is: [CH:2]([C:5]1[C:6]([CH2:11][N:12]([CH2:20][C:21]2[C:26]([CH3:27])=[CH:25][CH:24]=[CH:23][N:22]=2)[C@H:13]2[CH2:14][CH2:15][C@H:16]([NH:19][C:28]([NH:35][OH:41])=[O:29])[CH2:17][CH2:18]2)=[N:7][CH:8]=[CH:9][CH:10]=1)([CH3:4])[CH3:3]. (8) Given the reactants [BH4-].[Na+].[C:3]([O:7][C:8]([N:10]1[C@@H:15]([C@@H:16]([OH:30])[C@@H:17]([N+:27]([O-])=O)[CH2:18][C:19]2[CH:24]=[C:23]([F:25])[CH:22]=[C:21]([F:26])[CH:20]=2)[CH2:14][O:13][C@H:12]([O:31][CH2:32][CH3:33])[CH2:11]1)=[O:9])([CH3:6])([CH3:5])[CH3:4], predict the reaction product. The product is: [C:3]([O:7][C:8]([N:10]1[C@@H:15]([C@@H:16]([OH:30])[C@@H:17]([NH2:27])[CH2:18][C:19]2[CH:20]=[C:21]([F:26])[CH:22]=[C:23]([F:25])[CH:24]=2)[CH2:14][O:13][C@H:12]([O:31][CH2:32][CH3:33])[CH2:11]1)=[O:9])([CH3:5])([CH3:6])[CH3:4].